This data is from Reaction yield outcomes from USPTO patents with 853,638 reactions. The task is: Predict the reaction yield, written as a fraction of the theoretical maximum amount of product (1.0 means a 100% yield; for example, 0.34 means a 34% yield). The reactants are [Cl:1][C:2]1[CH:3]=[C:4]([CH:11]([NH:14][C:15]([CH3:18])([CH3:17])[CH3:16])[CH2:12][OH:13])[CH:5]=[C:6]([C:9]#[N:10])[C:7]=1[NH2:8].[C:19]([C@@:27]([C:42]([OH:44])=[O:43])([OH:41])[C@@:28]([C:33](=[O:40])[C:34]1[CH:39]=[CH:38][CH:37]=[CH:36][CH:35]=1)([OH:32])[C:29]([OH:31])=[O:30])(=[O:26])[C:20]1[CH:25]=[CH:24][CH:23]=[CH:22][CH:21]=1.C(OCC)C. The catalyst is C(O)C. The product is [C:33]([C@@:28]([C:29]([OH:31])=[O:30])([OH:32])[C@@:27]([C:19](=[O:26])[C:20]1[CH:25]=[CH:24][CH:23]=[CH:22][CH:21]=1)([OH:41])[C:42]([OH:44])=[O:43])(=[O:40])[C:34]1[CH:39]=[CH:38][CH:37]=[CH:36][CH:35]=1.[Cl:1][C:2]1[CH:3]=[C:4]([CH:11]([NH:14][C:15]([CH3:18])([CH3:17])[CH3:16])[CH2:12][OH:13])[CH:5]=[C:6]([C:9]#[N:10])[C:7]=1[NH2:8]. The yield is 0.802.